This data is from CYP2D6 inhibition data for predicting drug metabolism from PubChem BioAssay. The task is: Regression/Classification. Given a drug SMILES string, predict its absorption, distribution, metabolism, or excretion properties. Task type varies by dataset: regression for continuous measurements (e.g., permeability, clearance, half-life) or binary classification for categorical outcomes (e.g., BBB penetration, CYP inhibition). Dataset: cyp2d6_veith. (1) The molecule is CC(=O)Nc1ccc(N2C(=O)CSC2c2c(F)cccc2Cl)cc1. The result is 0 (non-inhibitor). (2) The drug is CCN(CCCNC(=O)C1CCN(S(=O)(=O)CC)CC1)c1cccc(C)c1. The result is 1 (inhibitor). (3) The result is 0 (non-inhibitor). The drug is CCOc1ccc(NC(=O)CSc2nnc(CCNC(=O)c3ccc(OC)cc3)n2CC)cc1. (4) The compound is Br.COc1ccc(C2=CSC(/N=C/c3ccc(F)cc3)=NN2)cc1. The result is 0 (non-inhibitor). (5) The drug is Cc1ccnc(NS(=O)(=O)c2ccc(N=[N+]=[N-])cc2)n1. The result is 0 (non-inhibitor). (6) The drug is COc1ccc2[nH]cc(CCNc3ncncc3-c3cccc(C#N)c3)c2c1. The result is 1 (inhibitor). (7) The molecule is CC(=O)O[C@H]1CC[C@@]2(C)C(=CC[C@H]3[C@H]4CCC(=O)[C@@]4(C)CC[C@H]32)C1. The result is 0 (non-inhibitor).